Dataset: Forward reaction prediction with 1.9M reactions from USPTO patents (1976-2016). Task: Predict the product of the given reaction. (1) Given the reactants O[CH:2]=[C:3]1[C:11]2[C:6](=[CH:7][C:8]([C:12]([C:14]3[CH:15]=[C:16]([NH:20][C:21]([C:23]4[N:24]([CH3:29])[N:25]=[C:26]([CH3:28])[CH:27]=4)=[O:22])[CH:17]=[CH:18][CH:19]=3)=[O:13])=[CH:9][CH:10]=2)[NH:5][C:4]1=[O:30].[CH2:31]1[CH2:35][O:34][CH2:33][CH2:32]1, predict the reaction product. The product is: [CH2:16]([N:20]([CH2:21][CH3:23])[CH2:31][CH2:35][O:34][C:33]1[CH:32]=[CH:11][C:6]([NH:5][CH:2]=[C:3]2[C:11]3[C:6](=[CH:7][C:8]([C:12]([C:14]4[CH:15]=[C:16]([NH:20][C:21]([C:23]5[N:24]([CH3:29])[N:25]=[C:26]([CH3:28])[CH:27]=5)=[O:22])[CH:17]=[CH:18][CH:19]=4)=[O:13])=[CH:9][CH:10]=3)[NH:5][C:4]2=[O:30])=[CH:7][CH:8]=1)[CH3:15]. (2) Given the reactants [H-].[Na+].[C:3]([O:10][C:11]([CH3:14])([CH3:13])[CH3:12])(=[O:9])[CH2:4][C:5]([O:7][CH3:8])=[O:6].[CH2:15]([C:17]1([CH2:22][CH2:23][CH2:24][CH2:25][CH2:26]I)[O:21][CH2:20][CH2:19][O:18]1)[CH3:16].[NH4+].[Cl-], predict the reaction product. The product is: [CH2:15]([C:17]1([CH2:22][CH2:23][CH2:24][CH2:25][CH2:26][CH:4]([C:5]([O:7][CH3:8])=[O:6])[C:3]([O:10][C:11]([CH3:14])([CH3:13])[CH3:12])=[O:9])[O:21][CH2:20][CH2:19][O:18]1)[CH3:16]. (3) Given the reactants N1C=CN=CC=1[N:7]1[CH2:13][CH2:12][CH2:11][CH2:10][CH2:9][CH2:8]1.[Br:14]N1C(=O)CCC1=O.Br[C:23]1[C:24]([Br:29])=[N:25][CH:26]=[CH:27][N:28]=1, predict the reaction product. The product is: [Br:29][C:24]1[C:23]([N:7]2[CH2:13][CH2:12][CH2:11][CH2:10][CH2:9][CH2:8]2)=[N:28][CH:27]=[C:26]([Br:14])[N:25]=1. (4) Given the reactants [CH3:1][O:2][C:3]1[C:8]([O:9][CH3:10])=[CH:7][N:6]=[C:5]([N:11]2[C:20](=[O:21])[C:19]3[C:14](=[CH:15][C:16]([C:24]([OH:26])=O)=[C:17]([O:22][CH3:23])[CH:18]=3)[NH:13][C:12]2=[S:27])[N:4]=1.[Cl:28][C:29]1[CH:30]=[C:31]([CH:33]=[CH:34][CH:35]=1)[NH2:32].CCN(C(C)C)C(C)C.CN(C(ON1N=NC2C=CC=NC1=2)=[N+](C)C)C.F[P-](F)(F)(F)(F)F, predict the reaction product. The product is: [Cl:28][C:29]1[CH:30]=[C:31]([NH:32][C:24]([C:16]2[CH:15]=[C:14]3[C:19]([C:20](=[O:21])[N:11]([C:5]4[N:4]=[C:3]([O:2][CH3:1])[C:8]([O:9][CH3:10])=[CH:7][N:6]=4)[C:12](=[S:27])[NH:13]3)=[CH:18][C:17]=2[O:22][CH3:23])=[O:26])[CH:33]=[CH:34][CH:35]=1.